Dataset: Catalyst prediction with 721,799 reactions and 888 catalyst types from USPTO. Task: Predict which catalyst facilitates the given reaction. Reactant: C(N(S(F)(F)[F:7])CC)C.[CH3:10][O:11][C:12](=[O:33])[C@@H:13]([C@H:23](O)[C:24]([N:26]1[CH2:31][CH2:30][O:29][CH2:28][CH2:27]1)=[O:25])[CH2:14][CH2:15][CH2:16][C:17]1[CH:22]=[CH:21][CH:20]=[CH:19][CH:18]=1. Product: [CH3:10][O:11][C:12](=[O:33])[C@@H:13]([CH:23]([F:7])[C:24]([N:26]1[CH2:31][CH2:30][O:29][CH2:28][CH2:27]1)=[O:25])[CH2:14][CH2:15][CH2:16][C:17]1[CH:22]=[CH:21][CH:20]=[CH:19][CH:18]=1. The catalyst class is: 2.